From a dataset of Full USPTO retrosynthesis dataset with 1.9M reactions from patents (1976-2016). Predict the reactants needed to synthesize the given product. The reactants are: Cl[C:2]1[CH:7]=[N:6][CH:5]=[C:4]([O:8][C:9]2[CH:14]=[CH:13][CH:12]=[C:11]([C:15]3[CH:20]=[CH:19][CH:18]=[CH:17][CH:16]=3)[CH:10]=2)[N:3]=1.[CH3:21][O:22][C:23]1[CH:24]=[C:25]([CH:27]=[C:28]([O:32][CH3:33])[C:29]=1[O:30][CH3:31])[NH2:26]. Given the product [CH3:33][O:32][C:28]1[CH:27]=[C:25]([NH:26][C:2]2[CH:7]=[N:6][CH:5]=[C:4]([O:8][C:9]3[CH:14]=[CH:13][CH:12]=[C:11]([C:15]4[CH:20]=[CH:19][CH:18]=[CH:17][CH:16]=4)[CH:10]=3)[N:3]=2)[CH:24]=[C:23]([O:22][CH3:21])[C:29]=1[O:30][CH3:31], predict the reactants needed to synthesize it.